From a dataset of Catalyst prediction with 721,799 reactions and 888 catalyst types from USPTO. Predict which catalyst facilitates the given reaction. (1) Reactant: C([O:3][C:4](=[O:44])[CH2:5][C:6]1([C:15]2[CH:20]=[CH:19][C:18]([NH:21][C:22](=[O:43])[CH2:23][C:24]3[CH:29]=[CH:28][C:27]([NH:30][C:31]([NH:33][C:34]4[CH:39]=[CH:38][CH:37]=[CH:36][C:35]=4[CH3:40])=[O:32])=[C:26]([O:41][CH3:42])[CH:25]=3)=[CH:17][CH:16]=2)[CH2:14][C:13]2[C:8](=[CH:9][CH:10]=[CH:11][CH:12]=2)[CH2:7]1)C.[OH-].[Na+]. Product: [CH3:42][O:41][C:26]1[CH:25]=[C:24]([CH2:23][C:22]([NH:21][C:18]2[CH:17]=[CH:16][C:15]([C:6]3([CH2:5][C:4]([OH:44])=[O:3])[CH2:14][C:13]4[C:8](=[CH:9][CH:10]=[CH:11][CH:12]=4)[CH2:7]3)=[CH:20][CH:19]=2)=[O:43])[CH:29]=[CH:28][C:27]=1[NH:30][C:31]([NH:33][C:34]1[CH:39]=[CH:38][CH:37]=[CH:36][C:35]=1[CH3:40])=[O:32]. The catalyst class is: 8. (2) Reactant: [CH:1]([C:4]1[CH:9]=[CH:8][C:7]([NH:10][C:11]([C:13]2[CH:14]=[N:15][C:16]([O:19][CH3:20])=[CH:17][CH:18]=2)=O)=[CH:6][CH:5]=1)([CH3:3])[CH3:2].Cl.C(=O)([O-])O.[Na+]. Product: [CH:1]([C:4]1[CH:5]=[CH:6][C:7]([NH:10][CH2:11][C:13]2[CH:14]=[N:15][C:16]([O:19][CH3:20])=[CH:17][CH:18]=2)=[CH:8][CH:9]=1)([CH3:3])[CH3:2]. The catalyst class is: 1. (3) Reactant: [C:1]([NH:4][C:5]1[NH:6][C:7](=O)[C:8]2[N:14]=[C:13]([Cl:15])[CH:12]=[CH:11][C:9]=2[N:10]=1)(=[O:3])[CH3:2].C(N(C(C)C)CC)(C)C.O=P(Cl)(Cl)[Cl:28]. Product: [C:1]([NH:4][C:5]1[N:6]=[C:7]([Cl:28])[C:8]2[N:14]=[C:13]([Cl:15])[CH:12]=[CH:11][C:9]=2[N:10]=1)(=[O:3])[CH3:2]. The catalyst class is: 12.